From a dataset of Forward reaction prediction with 1.9M reactions from USPTO patents (1976-2016). Predict the product of the given reaction. (1) Given the reactants [Cl:1][C:2]1[N:7]=[CH:6][C:5]([S:8]([C:11]2[S:15][C:14]([CH2:16][N:17](C)[C:18](=O)OC(C)(C)C)=[CH:13][C:12]=2[C:26]2[C:27]([F:32])=[N:28][CH:29]=[CH:30][CH:31]=2)(=[O:10])=[O:9])=[CH:4][CH:3]=1, predict the reaction product. The product is: [ClH:1].[Cl:1][C:2]1[N:7]=[CH:6][C:5]([S:8]([C:11]2[S:15][C:14]([CH2:16][NH:17][CH3:18])=[CH:13][C:12]=2[C:26]2[C:27]([F:32])=[N:28][CH:29]=[CH:30][CH:31]=2)(=[O:9])=[O:10])=[CH:4][CH:3]=1. (2) Given the reactants [C:1]([NH:4][C:5]1[CH:6]=[C:7]2[C:11](=[CH:12][CH:13]=1)[CH2:10][CH2:9][CH2:8]2)(=[O:3])[CH3:2].[C:14](Cl)(=[O:21])[C:15]1[CH:20]=[CH:19][CH:18]=[CH:17][CH:16]=1.[Al+3].[Cl-].[Cl-].[Cl-].Cl, predict the reaction product. The product is: [C:1]([NH:4][C:5]1[CH:6]=[C:7]2[C:11](=[CH:12][C:13]=1[C:14](=[O:21])[C:15]1[CH:20]=[CH:19][CH:18]=[CH:17][CH:16]=1)[CH2:10][CH2:9][CH2:8]2)(=[O:3])[CH3:2]. (3) Given the reactants [H-].[Na+].[NH2:3][C:4]1[CH:9]=[N:8][C:7]([Sn:10]([CH2:19][CH2:20][CH2:21][CH3:22])([CH2:15][CH2:16][CH2:17][CH3:18])[CH2:11][CH2:12][CH2:13][CH3:14])=[CH:6][N:5]=1.[CH3:23][S:24](Cl)(=[O:26])=[O:25], predict the reaction product. The product is: [CH3:23][S:24]([NH:3][C:4]1[CH:9]=[N:8][C:7]([Sn:10]([CH2:15][CH2:16][CH2:17][CH3:18])([CH2:19][CH2:20][CH2:21][CH3:22])[CH2:11][CH2:12][CH2:13][CH3:14])=[CH:6][N:5]=1)(=[O:26])=[O:25]. (4) Given the reactants [NH2:1][C:2]1[CH:7]=[CH:6][C:5]([N:8]2[C:14](=[O:15])[CH2:13][C:12](=[O:16])[NH:11][C:10]3[C:17]4[C:22]([CH:23]=[CH:24][C:9]2=3)=[CH:21][CH:20]=[CH:19][CH:18]=4)=[CH:4][CH:3]=1.[F:25][C:26]1[CH:34]=[CH:33][C:29]([C:30](Cl)=[O:31])=[C:28]([C:35]([F:38])([F:37])[F:36])[CH:27]=1.IC1C=CC=CC=1C(NCCN1C(=O)CC(=O)NC2C3C(C=CC1=2)=CC=CC=3)=O, predict the reaction product. The product is: [F:25][C:26]1[CH:34]=[CH:33][C:29]([C:30]([NH:1][C:2]2[CH:7]=[CH:6][C:5]([N:8]3[C:14](=[O:15])[CH2:13][C:12](=[O:16])[NH:11][C:10]4[C:17]5[C:22]([CH:23]=[CH:24][C:9]3=4)=[CH:21][CH:20]=[CH:19][CH:18]=5)=[CH:4][CH:3]=2)=[O:31])=[C:28]([C:35]([F:36])([F:37])[F:38])[CH:27]=1.